From a dataset of Forward reaction prediction with 1.9M reactions from USPTO patents (1976-2016). Predict the product of the given reaction. Given the reactants [Cl:1][C:2]1[C:3]([CH2:35][CH2:36][CH2:37][CH2:38][CH2:39][CH2:40][CH2:41][CH2:42][CH2:43][CH2:44][CH2:45][CH2:46][CH2:47][CH3:48])=[C:4]([C:7]2[S:8][C:9]3[N:10]=[C:11]([C:15]4[S:16][CH:17]=[C:18]([Cl:34])[C:19]=4[CH2:20][CH2:21][CH2:22][CH2:23][CH2:24][CH2:25][CH2:26][CH2:27][CH2:28][CH2:29][CH2:30][CH2:31][CH2:32][CH3:33])[S:12][C:13]=3[N:14]=2)[S:5][CH:6]=1.C([Li])CCC.[CH3:54][Sn:55](Cl)([CH3:57])[CH3:56], predict the reaction product. The product is: [CH3:54][Sn:55]([CH3:57])([CH3:56])[C:6]1[S:5][C:4]([C:7]2[S:8][C:9]3[N:10]=[C:11]([C:15]4[S:16][C:17]([Sn:55]([CH3:57])([CH3:56])[CH3:54])=[C:18]([Cl:34])[C:19]=4[CH2:20][CH2:21][CH2:22][CH2:23][CH2:24][CH2:25][CH2:26][CH2:27][CH2:28][CH2:29][CH2:30][CH2:31][CH2:32][CH3:33])[S:12][C:13]=3[N:14]=2)=[C:3]([CH2:35][CH2:36][CH2:37][CH2:38][CH2:39][CH2:40][CH2:41][CH2:42][CH2:43][CH2:44][CH2:45][CH2:46][CH2:47][CH3:48])[C:2]=1[Cl:1].